This data is from Peptide-MHC class II binding affinity with 134,281 pairs from IEDB. The task is: Regression. Given a peptide amino acid sequence and an MHC pseudo amino acid sequence, predict their binding affinity value. This is MHC class II binding data. (1) The peptide sequence is VMRYTIDKEFEKICR. The MHC is DRB1_0404 with pseudo-sequence DRB1_0404. The binding affinity (normalized) is 0.160. (2) The peptide sequence is NYNCKILPNTLVLDF. The MHC is DRB1_1201 with pseudo-sequence DRB1_1201. The binding affinity (normalized) is 0.678. (3) The binding affinity (normalized) is 0.150. The MHC is DRB1_1101 with pseudo-sequence DRB1_1101. The peptide sequence is PFAATANPWASQRF. (4) The peptide sequence is QWHKEGSSIGKLFTQHHHHHH. The MHC is HLA-DQA10102-DQB10501 with pseudo-sequence HLA-DQA10102-DQB10501. The binding affinity (normalized) is 0.607. (5) The peptide sequence is VVAPQLPADLMIRII. The MHC is DRB1_0802 with pseudo-sequence DRB1_0802. The binding affinity (normalized) is 0.654. (6) The peptide sequence is VDIINRWQVVAPQLP. The MHC is DRB1_0101 with pseudo-sequence DRB1_0101. The binding affinity (normalized) is 0.417. (7) The peptide sequence is RMVLASTTAKAMEQM. The MHC is DRB1_0802 with pseudo-sequence DRB1_0802. The binding affinity (normalized) is 0.827.